Dataset: Peptide-MHC class I binding affinity with 185,985 pairs from IEDB/IMGT. Task: Regression. Given a peptide amino acid sequence and an MHC pseudo amino acid sequence, predict their binding affinity value. This is MHC class I binding data. The peptide sequence is VDFKTPGTY. The MHC is HLA-A24:03 with pseudo-sequence HLA-A24:03. The binding affinity (normalized) is 0.0847.